Task: Regression/Classification. Given a drug SMILES string, predict its toxicity properties. Task type varies by dataset: regression for continuous values (e.g., LD50, hERG inhibition percentage) or binary classification for toxic/non-toxic outcomes (e.g., AMES mutagenicity, cardiotoxicity, hepatotoxicity). Dataset: herg_karim.. Dataset: hERG potassium channel inhibition data for cardiac toxicity prediction from Karim et al. (1) The molecule is CSc1ccccc1C(=O)N(C1CCC1)[C@H]1CCNC1. The result is 0 (non-blocker). (2) The result is 0 (non-blocker). The compound is N[C@H](C(=O)N1CCCC1)[C@H]1CC[C@H](NC(=O)c2cccc3ccccc23)CC1.